Dataset: Reaction yield outcomes from USPTO patents with 853,638 reactions. Task: Predict the reaction yield, written as a fraction of the theoretical maximum amount of product (1.0 means a 100% yield; for example, 0.34 means a 34% yield). (1) The reactants are B(Cl)(Cl)Cl.[F:5][C:6]1[CH:11]=[CH:10][C:9]([NH2:12])=[CH:8][C:7]=1[F:13].[C:14]([C:16]1[CH:21]=[CH:20][N:19]=[CH:18][CH:17]=1)#N.Cl.[OH-:23].[Na+]. The catalyst is ClC=C(Cl)Cl.O.C(Cl)Cl. The product is [NH2:12][C:9]1[CH:8]=[C:7]([F:13])[C:6]([F:5])=[CH:11][C:10]=1[C:14]([C:16]1[CH:21]=[CH:20][N:19]=[CH:18][CH:17]=1)=[O:23]. The yield is 0.270. (2) The reactants are [NH2:1][C@@H:2]([CH2:8][NH:9][C:10]([CH:12]1[CH2:28][CH2:27][C:15]2([CH2:20][CH2:19][N:18]([C:21]3[CH:26]=[CH:25][N:24]=[CH:23][CH:22]=3)[CH2:17][CH2:16]2)[CH2:14][CH2:13]1)=[O:11])[C:3]([O:5][CH2:6][CH3:7])=[O:4].CCN(C(C)C)C(C)C.[C:38]1([CH3:48])[CH:43]=[CH:42][C:41]([S:44](Cl)(=[O:46])=[O:45])=[CH:40][CH:39]=1. The catalyst is C(Cl)Cl. The product is [CH3:48][C:38]1[CH:43]=[CH:42][C:41]([S:44]([NH:1][C@@H:2]([CH2:8][NH:9][C:10]([CH:12]2[CH2:28][CH2:27][C:15]3([CH2:20][CH2:19][N:18]([C:21]4[CH:22]=[CH:23][N:24]=[CH:25][CH:26]=4)[CH2:17][CH2:16]3)[CH2:14][CH2:13]2)=[O:11])[C:3]([O:5][CH2:6][CH3:7])=[O:4])(=[O:46])=[O:45])=[CH:40][CH:39]=1. The yield is 0.640. (3) The reactants are Br[C:2]1[CH:3]=[C:4]([C:9]2[N:10]=[C:11]([CH:21]([CH3:23])[CH3:22])[NH:12][C:13]=2[C:14]2[CH:19]=[CH:18][CH:17]=[C:16]([CH3:20])[N:15]=2)[CH:5]=[CH:6][C:7]=1[F:8].[OH:24][C:25]1[CH:30]=[CH:29][C:28](B(O)O)=[CH:27][CH:26]=1.O.C(=O)([O-])[O-].[Na+].[Na+]. The catalyst is COCCOC.[Pd].C1(P(C2C=CC=CC=2)C2C=CC=CC=2)C=CC=CC=1.C1(P(C2C=CC=CC=2)C2C=CC=CC=2)C=CC=CC=1.C1(P(C2C=CC=CC=2)C2C=CC=CC=2)C=CC=CC=1.C1(P(C2C=CC=CC=2)C2C=CC=CC=2)C=CC=CC=1. The product is [F:8][C:7]1[CH:6]=[CH:5][C:4]([C:9]2[N:10]=[C:11]([CH:21]([CH3:23])[CH3:22])[NH:12][C:13]=2[C:14]2[CH:19]=[CH:18][CH:17]=[C:16]([CH3:20])[N:15]=2)=[CH:3][C:2]=1[C:28]1[CH:29]=[CH:30][C:25]([OH:24])=[CH:26][CH:27]=1. The yield is 0.670. (4) The reactants are Cl.[CH2:2]([O:6][NH2:7])[CH:3]([CH3:5])[CH3:4].[NH2:8][C:9]1[CH:14]=[C:13]([C:15]2[CH:20]=[CH:19][C:18]([Cl:21])=[C:17]([O:22][CH3:23])[C:16]=2[F:24])[N:12]=[C:11]([C:25](O)=[O:26])[C:10]=1[Cl:28].Cl.C(N=C=NCCCN(C)C)C.C(O)(=O)C. The catalyst is CN(C)C1C=CN=CC=1.ClCCCl. The product is [NH2:8][C:9]1[CH:14]=[C:13]([C:15]2[CH:20]=[CH:19][C:18]([Cl:21])=[C:17]([O:22][CH3:23])[C:16]=2[F:24])[N:12]=[C:11]([C:25]([NH:7][O:6][CH2:2][CH:3]([CH3:5])[CH3:4])=[O:26])[C:10]=1[Cl:28]. The yield is 0.610. (5) The reactants are [C:1]([O:7][CH2:8][CH3:9])(=[O:6])[CH2:2][C:3]([CH3:5])=O.[Cl:10][C:11]1[CH:12]=[C:13]([CH:16]=[C:17]([Cl:19])[CH:18]=1)[CH:14]=O.[NH4+:20].[OH-:21]. The yield is 0.280. The product is [Cl:10][C:11]1[CH:12]=[C:13]([CH:14]2[C:2]([C:1]([O:7][CH2:8][CH3:9])=[O:6])=[C:3]([CH3:5])[NH:20][C:3]([CH3:5])=[C:2]2[C:1]([O:7][CH2:8][CH3:9])=[O:21])[CH:16]=[C:17]([Cl:19])[CH:18]=1. The catalyst is CCO.C(Cl)Cl. (6) The reactants are COC1C=C(OC)C=CC=1C[N:6]([C:31]1[CH:36]=[CH:35][N:34]=[CH:33][N:32]=1)[S:7]([C:10]1[CH:15]=[CH:14][C:13]([O:16][C@H:17]2[CH2:22][CH2:21][CH2:20][CH2:19][C@@H:18]2[C:23]2[N:27]([CH3:28])[N:26]=[CH:25][CH:24]=2)=[C:12]([CH3:29])[C:11]=1[F:30])(=[O:9])=[O:8].C([SiH](CC)CC)C.FC(F)(F)C(O)=O. The catalyst is ClCCl. The product is [F:30][C:11]1[C:12]([CH3:29])=[C:13]([O:16][C@H:17]2[CH2:22][CH2:21][CH2:20][CH2:19][C@@H:18]2[C:23]2[N:27]([CH3:28])[N:26]=[CH:25][CH:24]=2)[CH:14]=[CH:15][C:10]=1[S:7]([NH:6][C:31]1[CH:36]=[CH:35][N:34]=[CH:33][N:32]=1)(=[O:8])=[O:9]. The yield is 0.930. (7) The reactants are [C:1]([O:5][C:6]([N:8]1[CH2:13][CH2:12][CH:11]([N:14]2[C:18]3=[N:19][CH:20]=[N:21][C:22](Cl)=[C:17]3[CH:16]=[N:15]2)[CH2:10][CH2:9]1)=[O:7])([CH3:4])([CH3:3])[CH3:2].[CH3:24][O:25][C:26]1[C:31]([OH:32])=[CH:30][CH:29]=[C:28]([O:33][CH3:34])[N:27]=1.C(=O)([O-])[O-].[K+].[K+].ClCCl. The catalyst is CN(C)C=O.O. The product is [C:1]([O:5][C:6]([N:8]1[CH2:13][CH2:12][CH:11]([N:14]2[C:18]3=[N:19][CH:20]=[N:21][C:22]([O:32][C:31]4[C:26]([O:25][CH3:24])=[N:27][C:28]([O:33][CH3:34])=[CH:29][CH:30]=4)=[C:17]3[CH:16]=[N:15]2)[CH2:10][CH2:9]1)=[O:7])([CH3:4])([CH3:3])[CH3:2]. The yield is 0.290. (8) The reactants are FC(F)(F)C(O)=O.C(OC([NH:15][N:16]([C:30]1[CH:35]=[CH:34][CH:33]=[CH:32][C:31]=1[F:36])[C:17]([CH:19]1[C:24](=O)[C@:23]2([CH3:29])[C:26]([CH3:28])([CH3:27])[C@H:20]1[CH2:21][CH2:22]2)=[O:18])=O)(C)(C)C. The catalyst is ClCCl. The product is [F:36][C:31]1[CH:32]=[CH:33][CH:34]=[CH:35][C:30]=1[N:16]1[C:17](=[O:18])[C:19]2[C@H:20]3[C:26]([CH3:28])([CH3:27])[C@:23]([CH3:29])([CH2:22][CH2:21]3)[C:24]=2[NH:15]1. The yield is 0.580. (9) The reactants are C([O:8][NH:9][C:10](=[O:38])[CH2:11][CH:12]([C:27]1[CH:32]=[CH:31][C:30]([O:33][CH3:34])=[C:29]([O:35][CH2:36][CH3:37])[CH:28]=1)[N:13]1[C:17](=[O:18])[C:16]2=[CH:19][C:20]([N+:23]([O-])=O)=[CH:21][CH:22]=[C:15]2[C:14]1=[O:26])C1C=CC=CC=1.C(OCC)(=O)C. The catalyst is C(OCC)(=O)C.CO.O1CCCC1.[OH-].[OH-].[Pd+2]. The product is [NH2:23][C:20]1[CH:19]=[C:16]2[C:17](=[O:18])[N:13]([CH:12]([C:27]3[CH:32]=[CH:31][C:30]([O:33][CH3:34])=[C:29]([O:35][CH2:36][CH3:37])[CH:28]=3)[CH2:11][C:10]([NH:9][OH:8])=[O:38])[C:14](=[O:26])[C:15]2=[CH:22][CH:21]=1. The yield is 1.00. (10) The reactants are [N+:1]([C:4]1[CH:5]=[C:6]([C:14]2[CH2:15][CH2:16][N:17](C(OC(C)(C)C)=O)[CH2:18][CH:19]=2)[CH:7]=[C:8]([C:10]([F:13])([F:12])[F:11])[CH:9]=1)([O-:3])=[O:2].FC(F)(F)C(O)=O. The catalyst is ClCCl. The product is [N+:1]([C:4]1[CH:5]=[C:6]([C:14]2[CH2:19][CH2:18][NH:17][CH2:16][CH:15]=2)[CH:7]=[C:8]([C:10]([F:11])([F:12])[F:13])[CH:9]=1)([O-:3])=[O:2]. The yield is 1.00.